This data is from Catalyst prediction with 721,799 reactions and 888 catalyst types from USPTO. The task is: Predict which catalyst facilitates the given reaction. (1) The catalyst class is: 9. Reactant: [F:1][C:2]1[CH:3]=[C:4]([C:8](=[O:14])[CH2:9][CH2:10][C:11]([OH:13])=O)[CH:5]=[CH:6][CH:7]=1.[F:15][C:16]([F:26])([F:25])[O:17][C:18]1[CH:24]=[CH:23][C:21]([NH2:22])=[CH:20][CH:19]=1.F[B-](F)(F)F.N1(OC(N(C)C)=[N+](C)C)C2C=CC=CC=2N=N1.C(N(CC)CC)C.Cl. Product: [F:1][C:2]1[CH:3]=[C:4]([C:8](=[O:14])[CH2:9][CH2:10][C:11]([NH:22][C:21]2[CH:23]=[CH:24][C:18]([O:17][C:16]([F:15])([F:25])[F:26])=[CH:19][CH:20]=2)=[O:13])[CH:5]=[CH:6][CH:7]=1. (2) Reactant: [Cl-].O[NH3+:3].[C:4](=[O:7])([O-])[OH:5].[Na+].CS(C)=O.[OH:13][CH:14]([CH3:51])[CH2:15][O:16][C@H:17]1[CH2:22][CH2:21][C@H:20]([N:23]2[C:28](=[O:29])[C:27]([CH2:30][C:31]3[CH:36]=[CH:35][C:34]([C:37]4[C:38]([C:43]#[N:44])=[CH:39][CH:40]=[CH:41][CH:42]=4)=[CH:33][CH:32]=3)=[C:26]([CH2:45][CH2:46][CH3:47])[N:25]3[N:48]=[CH:49][CH:50]=[C:24]23)[CH2:19][CH2:18]1. Product: [OH:13][CH:14]([CH3:51])[CH2:15][O:16][C@H:17]1[CH2:22][CH2:21][C@H:20]([N:23]2[C:28](=[O:29])[C:27]([CH2:30][C:31]3[CH:36]=[CH:35][C:34]([C:37]4[CH:42]=[CH:41][CH:40]=[CH:39][C:38]=4[C:43]4[NH:3][C:4](=[O:7])[O:5][N:44]=4)=[CH:33][CH:32]=3)=[C:26]([CH2:45][CH2:46][CH3:47])[N:25]3[N:48]=[CH:49][CH:50]=[C:24]23)[CH2:19][CH2:18]1. The catalyst class is: 13. (3) Reactant: [OH:1][CH2:2][C:3]1[CH:12]=[CH:11][C:6]([C:7]([NH:9][NH2:10])=[O:8])=[CH:5][CH:4]=1.[C:13](=S)=[S:14].C(N(CC)CC)C. Product: [SH:14][C:13]1[O:8][C:7]([C:6]2[CH:11]=[CH:12][C:3]([CH2:2][OH:1])=[CH:4][CH:5]=2)=[N:9][N:10]=1. The catalyst class is: 162. (4) Reactant: [CH2:1]([OH:4])[CH2:2][CH3:3].[H-].[Na+].F[C:8]1[CH:9]=[N:10][CH:11]=[CH:12][C:13]=1[C:14]1[N:18]([CH3:19])[C:17]2[CH:20]=[CH:21][C:22]([C:24]([F:27])([F:26])[F:25])=[CH:23][C:16]=2[N:15]=1.[Cl-].[NH4+]. Product: [CH3:19][N:18]1[C:17]2[CH:20]=[CH:21][C:22]([C:24]([F:27])([F:26])[F:25])=[CH:23][C:16]=2[N:15]=[C:14]1[C:13]1[CH:12]=[CH:11][N:10]=[CH:9][C:8]=1[O:4][CH2:1][CH2:2][CH3:3]. The catalyst class is: 3. (5) Reactant: [CH3:1][O:2][C:3]1[CH:8]=[CH:7][C:6]([C:9]2([C:15]([OH:17])=O)[CH2:14][CH2:13][CH2:12][CH2:11][CH2:10]2)=[CH:5][CH:4]=1.C(Cl)(=O)C([Cl:21])=O. Product: [CH3:1][O:2][C:3]1[CH:8]=[CH:7][C:6]([C:9]2([C:15]([Cl:21])=[O:17])[CH2:14][CH2:13][CH2:12][CH2:11][CH2:10]2)=[CH:5][CH:4]=1. The catalyst class is: 120. (6) Reactant: [NH2:1][CH2:2][CH:3]1[CH2:8][CH2:7][O:6][CH2:5][CH2:4]1.C(N(CC)CC)C.[C:16](O[C:16]([O:18][C:19]([CH3:22])([CH3:21])[CH3:20])=[O:17])([O:18][C:19]([CH3:22])([CH3:21])[CH3:20])=[O:17]. Product: [C:19]([O:18][C:16](=[O:17])[NH:1][CH2:2][CH:3]1[CH2:8][CH2:7][O:6][CH2:5][CH2:4]1)([CH3:22])([CH3:21])[CH3:20]. The catalyst class is: 4. (7) The catalyst class is: 18. Product: [CH:23]1[C:22]2[CH:21]([CH2:20][O:19][C:17]([NH:16][C@@H:10]3[CH2:9][N:8]([C:6]([O:5][C:2]([CH3:1])([CH3:4])[CH3:3])=[O:7])[C@H:12]([C:13](=[O:14])[NH:65][C@H:55]4[C:64]5[C:59](=[CH:60][CH:61]=[CH:62][CH:63]=5)[CH2:58][CH2:57][CH2:56]4)[CH2:11]3)=[O:18])[C:33]3[C:28](=[CH:29][CH:30]=[CH:31][CH:32]=3)[C:27]=2[CH:26]=[CH:25][CH:24]=1. Reactant: [CH3:1][C:2]([O:5][C:6]([N:8]1[C@H:12]([C:13](O)=[O:14])[CH2:11][C@H:10]([NH:16][C:17]([O:19][CH2:20][CH:21]2[C:33]3[C:28](=[CH:29][CH:30]=[CH:31][CH:32]=3)[C:27]3[C:22]2=[CH:23][CH:24]=[CH:25][CH:26]=3)=[O:18])[CH2:9]1)=[O:7])([CH3:4])[CH3:3].C(Cl)CCl.C1C=NC2N(O)N=NC=2C=1.CN1CCOCC1.[C@H:55]1([NH2:65])[C:64]2[C:59](=[CH:60][CH:61]=[CH:62][CH:63]=2)[CH2:58][CH2:57][CH2:56]1.